This data is from Reaction yield outcomes from USPTO patents with 853,638 reactions. The task is: Predict the reaction yield, written as a fraction of the theoretical maximum amount of product (1.0 means a 100% yield; for example, 0.34 means a 34% yield). (1) The reactants are Cl.[Cl:2][C:3]1[C:11]2[C:6](=[N:7][CH:8]=[CH:9][CH:10]=2)[N:5]([C:12]2[CH:17]=[CH:16][CH:15]=[C:14]([F:18])[CH:13]=2)[C:4]=1[CH:19]([NH:21]C(=O)OC(C)(C)C)[CH3:20]. The catalyst is O1CCOCC1. The product is [Cl:2][C:3]1[C:11]2[C:6](=[N:7][CH:8]=[CH:9][CH:10]=2)[N:5]([C:12]2[CH:17]=[CH:16][CH:15]=[C:14]([F:18])[CH:13]=2)[C:4]=1[CH:19]([NH2:21])[CH3:20]. The yield is 0.400. (2) The reactants are [Cl:1][C:2]1[CH:3]=[C:4]([CH:21]=[CH:22][C:23]=1[NH:24][C:25]([NH:27][CH:28]1[CH2:30][CH2:29]1)=[O:26])[O:5][C:6]1[C:15]2[C:10](=[CH:11][C:12]([O:19][CH3:20])=[C:13]([C:16]([OH:18])=O)[CH:14]=2)[N:9]=[CH:8][CH:7]=1.[CH2:31]([O:33][CH2:34][CH2:35][NH2:36])[CH3:32].C(N(CC)CC)C.F[P-](F)(F)(F)(F)F.N1(O[P+](N(C)C)(N(C)C)N(C)C)C2C=CC=CC=2N=N1. The catalyst is CN(C)C=O.O.C(OCC)(=O)C. The product is [CH2:31]([O:33][CH2:34][CH2:35][NH:36][C:16]([C:13]1[CH:14]=[C:15]2[C:10](=[CH:11][C:12]=1[O:19][CH3:20])[N:9]=[CH:8][CH:7]=[C:6]2[O:5][C:4]1[CH:21]=[CH:22][C:23]([NH:24][C:25]([NH:27][CH:28]2[CH2:29][CH2:30]2)=[O:26])=[C:2]([Cl:1])[CH:3]=1)=[O:18])[CH3:32]. The yield is 0.879. (3) The reactants are [F:1][CH2:2][CH2:3][OH:4].O1CCCC1.[H-].[Na+].[Br:12][C:13]1[CH:14]=[CH:15][C:16](Cl)=[N:17][CH:18]=1. The catalyst is O. The product is [F:1][CH2:2][CH2:3][O:4][C:16]1[CH:15]=[CH:14][C:13]([Br:12])=[CH:18][N:17]=1. The yield is 0.400. (4) The reactants are [NH2:1][C@@H:2]1[C:11]2[C:6](=[CH:7][CH:8]=[CH:9][CH:10]=2)[C@H:5]([OH:12])[CH2:4][CH2:3]1.[H-].[Na+].F[C:16]1[CH:17]=[CH:18][C:19]2[N:20]([C:22]([C@:25]3([CH2:31][O:32][Si:33]([CH:40]([CH3:42])[CH3:41])([CH:37]([CH3:39])[CH3:38])[CH:34]([CH3:36])[CH3:35])[CH2:29][CH2:28][CH2:27][N:26]3[CH3:30])=[N:23][N:24]=2)[CH:21]=1. The catalyst is CN(C=O)C.CCOC(C)=O. The product is [CH3:30][N:26]1[CH2:27][CH2:28][CH2:29][C@:25]1([C:22]1[N:20]2[CH:21]=[C:16]([O:12][C@H:5]3[C:6]4[C:11](=[CH:10][CH:9]=[CH:8][CH:7]=4)[C@@H:2]([NH2:1])[CH2:3][CH2:4]3)[CH:17]=[CH:18][C:19]2=[N:24][N:23]=1)[CH2:31][O:32][Si:33]([CH:37]([CH3:39])[CH3:38])([CH:34]([CH3:35])[CH3:36])[CH:40]([CH3:41])[CH3:42]. The yield is 0.480. (5) The reactants are Br[C:2]1[CH:3]=[C:4]2[C:8](=[N:9][CH:10]=1)[NH:7][CH:6]=[CH:5]2.[CH3:11][O-:12].[Na+]. The catalyst is CN(C)C=O.CO.[Cu]Br. The product is [CH3:11][O:12][C:2]1[CH:3]=[C:4]2[CH:5]=[CH:6][NH:7][C:8]2=[N:9][CH:10]=1. The yield is 0.500. (6) The reactants are [CH3:1][C:2]1[C:6]([CH2:7][N:8]2[CH:12]=[C:11]([NH:13][CH2:14][C:15]3[CH:22]=[CH:21][CH:20]=[CH:19][C:16]=3[C:17]#N)[CH:10]=[N:9]2)=[C:5]([CH3:23])[O:4][N:3]=1.Cl.C[OH:26]. No catalyst specified. The product is [CH3:1][C:2]1[C:6]([CH2:7][N:8]2[CH:12]=[C:11]([N:13]3[CH2:14][C:15]4[C:16](=[CH:19][CH:20]=[CH:21][CH:22]=4)[C:17]3=[O:26])[CH:10]=[N:9]2)=[C:5]([CH3:23])[O:4][N:3]=1. The yield is 0.500. (7) The reactants are C([O:8][C:9]1[CH:30]=[C:29]([Cl:31])[C:12]([CH2:13][C@@H:14]2[CH2:18][CH2:17][N:16]([CH:19]3[CH2:27][C:26]4[NH:25][N:24]=[CH:23][C:22]=4[CH2:21][CH2:20]3)[C:15]2=[O:28])=[C:11]([Cl:32])[CH:10]=1)C1C=CC=CC=1.CS(O)(=O)=O. The catalyst is CSC. The product is [Cl:32][C:11]1[CH:10]=[C:9]([OH:8])[CH:30]=[C:29]([Cl:31])[C:12]=1[CH2:13][C@@H:14]1[CH2:18][CH2:17][N:16]([CH:19]2[CH2:27][C:26]3[NH:25][N:24]=[CH:23][C:22]=3[CH2:21][CH2:20]2)[C:15]1=[O:28]. The yield is 1.00. (8) The reactants are [I:1][C:2]1[CH:3]=[C:4]([NH2:9])[C:5]([NH2:8])=[CH:6][CH:7]=1.[CH:10](=O)[CH:11]=O.C(O)(=O)C.C(O)C. The catalyst is O. The product is [I:1][C:2]1[CH:3]=[C:4]2[C:5](=[CH:6][CH:7]=1)[N:8]=[CH:11][CH:10]=[N:9]2. The yield is 0.640. (9) The reactants are [OH-].[K+].[F:3][C:4]([F:17])([F:16])[C:5]1[C:14]2[C:9](=[CH:10][CH:11]=[CH:12][CH:13]=2)[NH:8][C:7](=[O:15])[CH:6]=1.[CH3:18]I.[NH4+].[Cl-]. The catalyst is CN(C=O)C.CCOC(C)=O. The product is [CH3:18][N:8]1[C:9]2[C:14](=[CH:13][CH:12]=[CH:11][CH:10]=2)[C:5]([C:4]([F:3])([F:16])[F:17])=[CH:6][C:7]1=[O:15]. The yield is 0.940. (10) The reactants are [CH2:1]([CH:8]1[CH2:13][CH2:12][CH2:11][NH:10][CH2:9]1)[C:2]1[CH:7]=[CH:6][CH:5]=[CH:4][CH:3]=1.[CH:14]([C:16]1[CH:31]=[CH:30][C:19]([O:20][C:21]2[CH:29]=[CH:28][C:24]([C:25]([NH2:27])=[O:26])=[CH:23][N:22]=2)=[CH:18][CH:17]=1)=O.C(O[BH-](OC(=O)C)OC(=O)C)(=O)C.[Na+].C(O)(=O)C. The catalyst is ClCCCl.CO.C(Cl)Cl. The product is [CH2:1]([CH:8]1[CH2:13][CH2:12][CH2:11][N:10]([CH2:14][C:16]2[CH:31]=[CH:30][C:19]([O:20][C:21]3[CH:29]=[CH:28][C:24]([C:25]([NH2:27])=[O:26])=[CH:23][N:22]=3)=[CH:18][CH:17]=2)[CH2:9]1)[C:2]1[CH:7]=[CH:6][CH:5]=[CH:4][CH:3]=1. The yield is 0.370.